Dataset: Forward reaction prediction with 1.9M reactions from USPTO patents (1976-2016). Task: Predict the product of the given reaction. (1) Given the reactants [CH3:1][O:2][C:3](=[O:23])[CH2:4][O:5][C:6]1[CH:11]=[CH:10][C:9]([CH2:12][CH2:13][CH2:14]OS(C)(=O)=O)=[CH:8][C:7]=1[N+:20]([O-:22])=[O:21].[CH3:24][C:25]1[CH:34]=[CH:33][C:32]2[C:27](=[CH:28][CH:29]=[CH:30][C:31]=2[N:35]2[CH2:40][CH2:39][NH:38][CH2:37][CH2:36]2)[N:26]=1.C(=O)([O-])[O-].[K+].[K+].[I-].[Na+], predict the reaction product. The product is: [CH3:1][O:2][C:3](=[O:23])[CH2:4][O:5][C:6]1[CH:11]=[CH:10][C:9]([CH2:12][CH2:13][CH2:14][N:38]2[CH2:39][CH2:40][N:35]([C:31]3[CH:30]=[CH:29][CH:28]=[C:27]4[C:32]=3[CH:33]=[CH:34][C:25]([CH3:24])=[N:26]4)[CH2:36][CH2:37]2)=[CH:8][C:7]=1[N+:20]([O-:22])=[O:21]. (2) Given the reactants [C:1]([O:5][C:6](=[O:19])[NH:7][C:8]1[CH:13]=[C:12]([N:14]([CH3:16])[CH3:15])[C:11]([Cl:17])=[CH:10][C:9]=1[NH2:18])([CH3:4])([CH3:3])[CH3:2].C([O:24][C:25](=O)[CH2:26][C:27]([C:29]1[CH:34]=[CH:33][N:32]=[C:31]([C:35]2[O:39][N:38]=[C:37]([CH3:40])[CH:36]=2)[CH:30]=1)=[O:28])(C)(C)C, predict the reaction product. The product is: [C:1]([O:5][C:6](=[O:19])[NH:7][C:8]1[CH:13]=[C:12]([N:14]([CH3:16])[CH3:15])[C:11]([Cl:17])=[CH:10][C:9]=1[NH:18][C:25](=[O:24])[CH2:26][C:27]([C:29]1[CH:34]=[CH:33][N:32]=[C:31]([C:35]2[O:39][N:38]=[C:37]([CH3:40])[CH:36]=2)[CH:30]=1)=[O:28])([CH3:4])([CH3:2])[CH3:3]. (3) Given the reactants [NH2:1][C:2]1[CH:6]=[CH:5][S:4][C:3]=1[C:7]([O:9][CH3:10])=[O:8].[Cl:11][C:12]1[CH:17]=[CH:16][C:15]([S:18](Cl)(=[O:20])=[O:19])=[CH:14][CH:13]=1.N1C=CC=CC=1, predict the reaction product. The product is: [Cl:11][C:12]1[CH:17]=[CH:16][C:15]([S:18]([NH:1][C:2]2[CH:6]=[CH:5][S:4][C:3]=2[C:7]([O:9][CH3:10])=[O:8])(=[O:20])=[O:19])=[CH:14][CH:13]=1. (4) Given the reactants [F:1][C:2]1[CH:3]=[C:4]2[C:10]3([CH2:15][CH2:14][CH2:13][N:12](C(OC(C)(C)C)=O)[CH2:11]3)[CH2:9][N:8]([C:23]3[C:24]4[C@H:31]([CH3:32])[CH2:30][CH2:29][C:25]=4[N:26]=[CH:27][N:28]=3)[C:5]2=[CH:6][CH:7]=1.[ClH:33], predict the reaction product. The product is: [ClH:33].[ClH:33].[F:1][C:2]1[CH:3]=[C:4]2[C@:10]3([CH2:15][CH2:14][CH2:13][NH:12][CH2:11]3)[CH2:9][N:8]([C:23]3[C:24]4[C@H:31]([CH3:32])[CH2:30][CH2:29][C:25]=4[N:26]=[CH:27][N:28]=3)[C:5]2=[CH:6][CH:7]=1. (5) Given the reactants Cl[C:2]1[C:11]([CH2:12][C:13]2[CH:18]=[CH:17][C:16]([N:19]3[CH:23]=[CH:22][CH:21]=[N:20]3)=[CH:15][CH:14]=2)=[C:10]([Cl:24])[C:9]2[C:4](=[CH:5][CH:6]=[C:7]([C:25]([C:33]3[N:37]([CH3:38])[CH:36]=[N:35][CH:34]=3)([C:27]3[N:32]=[CH:31][CH:30]=[CH:29][N:28]=3)[OH:26])[CH:8]=2)[N:3]=1.C1(C)C=CC=CC=1.[CH3:46][O-:47].[Na+], predict the reaction product. The product is: [Cl:24][C:10]1[C:9]2[C:4](=[CH:5][CH:6]=[C:7]([C:25]([C:33]3[N:37]([CH3:38])[CH:36]=[N:35][CH:34]=3)([C:27]3[N:32]=[CH:31][CH:30]=[CH:29][N:28]=3)[OH:26])[CH:8]=2)[N:3]=[C:2]([O:47][CH3:46])[C:11]=1[CH2:12][C:13]1[CH:18]=[CH:17][C:16]([N:19]2[CH:23]=[CH:22][CH:21]=[N:20]2)=[CH:15][CH:14]=1. (6) The product is: [CH3:17][C:18]1[CH:23]=[C:22]([N+:24]([O-:26])=[O:25])[C:21]([CH3:27])=[CH:20][C:19]=1[O:28][CH2:35][CH:31]1[C:32]([CH3:34])([CH3:33])[C:30]1([CH3:37])[CH3:29]. Given the reactants N(C(OCCOC)=O)=NC(OCCOC)=O.[CH3:17][C:18]1[CH:23]=[C:22]([N+:24]([O-:26])=[O:25])[C:21]([CH3:27])=[CH:20][C:19]=1[OH:28].[CH3:29][C:30]1([CH3:37])[C:32]([CH3:34])([CH3:33])[CH:31]1[CH2:35]O.C1(P(C2C=CC=CC=2)C2C=CC=CC=2)C=CC=CC=1.C(=O)(O)[O-].[Na+], predict the reaction product.